From a dataset of NCI-60 drug combinations with 297,098 pairs across 59 cell lines. Regression. Given two drug SMILES strings and cell line genomic features, predict the synergy score measuring deviation from expected non-interaction effect. (1) Drug 1: C1CCC(C(C1)N)N.C(=O)(C(=O)[O-])[O-].[Pt+4]. Drug 2: COCCOC1=C(C=C2C(=C1)C(=NC=N2)NC3=CC=CC(=C3)C#C)OCCOC.Cl. Cell line: PC-3. Synergy scores: CSS=24.0, Synergy_ZIP=-3.10, Synergy_Bliss=-1.53, Synergy_Loewe=0.701, Synergy_HSA=2.35. (2) Drug 1: C1CC(=O)NC(=O)C1N2CC3=C(C2=O)C=CC=C3N. Drug 2: CC(CN1CC(=O)NC(=O)C1)N2CC(=O)NC(=O)C2. Cell line: SK-OV-3. Synergy scores: CSS=10.9, Synergy_ZIP=-2.19, Synergy_Bliss=1.32, Synergy_Loewe=3.17, Synergy_HSA=3.14. (3) Drug 1: C1CC(=O)NC(=O)C1N2CC3=C(C2=O)C=CC=C3N. Drug 2: COC1=C2C(=CC3=C1OC=C3)C=CC(=O)O2. Cell line: MCF7. Synergy scores: CSS=9.09, Synergy_ZIP=2.73, Synergy_Bliss=6.45, Synergy_Loewe=7.62, Synergy_HSA=6.78. (4) Drug 1: CC(CN1CC(=O)NC(=O)C1)N2CC(=O)NC(=O)C2. Drug 2: CNC(=O)C1=NC=CC(=C1)OC2=CC=C(C=C2)NC(=O)NC3=CC(=C(C=C3)Cl)C(F)(F)F. Cell line: HCC-2998. Synergy scores: CSS=10.7, Synergy_ZIP=-5.93, Synergy_Bliss=1.56, Synergy_Loewe=-15.3, Synergy_HSA=-3.44. (5) Drug 1: C1=CC(=CC=C1C#N)C(C2=CC=C(C=C2)C#N)N3C=NC=N3. Drug 2: CC1C(C(CC(O1)OC2CC(CC3=C2C(=C4C(=C3O)C(=O)C5=C(C4=O)C(=CC=C5)OC)O)(C(=O)CO)O)N)O.Cl. Cell line: NCI-H226. Synergy scores: CSS=25.7, Synergy_ZIP=-0.845, Synergy_Bliss=-0.0174, Synergy_Loewe=-10.9, Synergy_HSA=0.643. (6) Drug 1: C1=NC2=C(N1)C(=S)N=C(N2)N. Drug 2: CCN(CC)CCCC(C)NC1=C2C=C(C=CC2=NC3=C1C=CC(=C3)Cl)OC. Cell line: NCI-H226. Synergy scores: CSS=14.0, Synergy_ZIP=-7.22, Synergy_Bliss=-3.25, Synergy_Loewe=-5.28, Synergy_HSA=-2.09. (7) Cell line: HCT116. Synergy scores: CSS=71.2, Synergy_ZIP=19.1, Synergy_Bliss=19.1, Synergy_Loewe=-19.6, Synergy_HSA=13.5. Drug 1: CCC(=C(C1=CC=CC=C1)C2=CC=C(C=C2)OCCN(C)C)C3=CC=CC=C3.C(C(=O)O)C(CC(=O)O)(C(=O)O)O. Drug 2: CC1=C2C(C(=O)C3(C(CC4C(C3C(C(C2(C)C)(CC1OC(=O)C(C(C5=CC=CC=C5)NC(=O)C6=CC=CC=C6)O)O)OC(=O)C7=CC=CC=C7)(CO4)OC(=O)C)O)C)OC(=O)C.